From a dataset of Reaction yield outcomes from USPTO patents with 853,638 reactions. Predict the reaction yield, written as a fraction of the theoretical maximum amount of product (1.0 means a 100% yield; for example, 0.34 means a 34% yield). (1) The reactants are CO[CH:3](OC)[CH2:4][C:5]1[CH:10]=[C:9]([I:11])[N:8]=[N:7][C:6]=1[NH2:12].Cl. The product is [I:11][C:9]1[N:8]=[N:7][C:6]2[NH:12][CH:3]=[CH:4][C:5]=2[CH:10]=1. The yield is 0.890. The catalyst is C(O)C. (2) The reactants are [NH2:1][C:2]1[N:3]=[C:4]([CH3:16])[C:5]2[CH:11]=[C:10](Br)[C:9](=[O:13])[N:8]([CH2:14][CH3:15])[C:6]=2[N:7]=1.C([Sn](CCCC)(CCCC)[C:22]1[S:23][CH:24]=[CH:25][N:26]=1)CCC. The catalyst is C1(C)C=CC=CC=1.C1C=CC([P]([Pd]([P](C2C=CC=CC=2)(C2C=CC=CC=2)C2C=CC=CC=2)([P](C2C=CC=CC=2)(C2C=CC=CC=2)C2C=CC=CC=2)[P](C2C=CC=CC=2)(C2C=CC=CC=2)C2C=CC=CC=2)(C2C=CC=CC=2)C2C=CC=CC=2)=CC=1. The product is [NH2:1][C:2]1[N:3]=[C:4]([CH3:16])[C:5]2[CH:11]=[C:10]([C:22]3[S:23][CH:24]=[CH:25][N:26]=3)[C:9](=[O:13])[N:8]([CH2:14][CH3:15])[C:6]=2[N:7]=1. The yield is 0.350.